This data is from CYP3A4 inhibition data for predicting drug metabolism from PubChem BioAssay. The task is: Regression/Classification. Given a drug SMILES string, predict its absorption, distribution, metabolism, or excretion properties. Task type varies by dataset: regression for continuous measurements (e.g., permeability, clearance, half-life) or binary classification for categorical outcomes (e.g., BBB penetration, CYP inhibition). Dataset: cyp3a4_veith. The drug is O=C(O)/C=C/C(=O)Nc1ccccc1-c1ccccc1. The result is 0 (non-inhibitor).